From a dataset of Forward reaction prediction with 1.9M reactions from USPTO patents (1976-2016). Predict the product of the given reaction. (1) Given the reactants C(OC([N:8]1[CH2:13][CH2:12][CH2:11][C@@H:10]([N:14]2[CH:18]=[C:17]([C:19]3[CH:20]=[C:21]4[C:25](=[CH:26][CH:27]=3)[N:24](C(OC(C)(C)C)=O)[N:23]=[C:22]4[C:35]3[CH:40]=[CH:39][N:38]=[CH:37][CH:36]=3)[N:16]=[N:15]2)[CH2:9]1)=O)(C)(C)C.C(O)(C(F)(F)F)=O, predict the reaction product. The product is: [NH:8]1[CH2:13][CH2:12][CH2:11][C@@H:10]([N:14]2[CH:18]=[C:17]([C:19]3[CH:20]=[C:21]4[C:25](=[CH:26][CH:27]=3)[NH:24][N:23]=[C:22]4[C:35]3[CH:40]=[CH:39][N:38]=[CH:37][CH:36]=3)[N:16]=[N:15]2)[CH2:9]1. (2) Given the reactants [N:1]1([C:7]2[CH:27]=[CH:26][C:10]([C:11]([NH:13][C:14]3[C:15]4[S:21][C:20]([C:22]([O:24]C)=[O:23])=[CH:19][C:16]=4[NH:17][N:18]=3)=[O:12])=[CH:9][CH:8]=2)[CH2:6][CH2:5][O:4][CH2:3][CH2:2]1.[OH-].[Na+], predict the reaction product. The product is: [N:1]1([C:7]2[CH:27]=[CH:26][C:10]([C:11]([NH:13][C:14]3[C:15]4[S:21][C:20]([C:22]([OH:24])=[O:23])=[CH:19][C:16]=4[NH:17][N:18]=3)=[O:12])=[CH:9][CH:8]=2)[CH2:6][CH2:5][O:4][CH2:3][CH2:2]1. (3) Given the reactants [CH3:1][C@@H:2]([NH:13][CH2:14][CH2:15][CH2:16][C:17]1[CH:18]=[CH:19][CH:20]=[C:21]([C:23]([F:26])([F:25])[F:24])[CH:22]=1)[C:3]1[CH:4]=[CH:5][CH:6]=[C:7]2[CH:12]=[CH:11][CH:10]=[CH:9][C:8]=12.[ClH:27], predict the reaction product. The product is: [CH3:1][C@@H:2]([NH:13][CH2:14][CH2:15][CH2:16][C:17]1[CH:18]=[CH:19][CH:20]=[C:21]([C:23]([F:24])([F:25])[F:26])[CH:22]=1)[C:3]1[CH:4]=[CH:5][CH:6]=[C:7]2[CH:12]=[CH:11][CH:10]=[CH:9][C:8]=12.[ClH:27].